From a dataset of Full USPTO retrosynthesis dataset with 1.9M reactions from patents (1976-2016). Predict the reactants needed to synthesize the given product. Given the product [CH2:1]([N:3]1[C:12]2[C:7](=[CH:8][C:9]([F:29])=[C:10]([N:13]3[CH2:14][CH2:15][N:16]([C:19](=[NH:35])[CH:20]([C:22]4[CH:27]=[CH:26][C:25]([F:28])=[CH:24][CH:23]=4)[OH:21])[CH2:17][CH2:18]3)[CH:11]=2)[C:6](=[O:30])[C:5]([C:31]([OH:33])=[O:32])=[CH:4]1)[CH3:2], predict the reactants needed to synthesize it. The reactants are: [CH2:1]([N:3]1[C:12]2[C:7](=[CH:8][C:9]([F:29])=[C:10]([N:13]3[CH2:18][CH2:17][N:16]([CH2:19][C:20]([C:22]4[CH:27]=[CH:26][C:25]([F:28])=[CH:24][CH:23]=4)=[O:21])[CH2:15][CH2:14]3)[CH:11]=2)[C:6](=[O:30])[C:5]([C:31]([OH:33])=[O:32])=[CH:4]1)[CH3:2].Cl.[NH2:35]O.